From a dataset of Reaction yield outcomes from USPTO patents with 853,638 reactions. Predict the reaction yield, written as a fraction of the theoretical maximum amount of product (1.0 means a 100% yield; for example, 0.34 means a 34% yield). (1) The reactants are C([C:3]1[C:8]([NH:9][CH2:10][C:11]([O:13][CH2:14][CH3:15])=[O:12])=[CH:7][N:6]=[C:5]([C:16]2[CH:21]=[CH:20][C:19]([O:22]CC3C=CC=CC=3)=[C:18]([C:30]34[CH2:39][CH:34]5[CH2:35][CH:36]([CH2:38][CH:32]([CH2:33]5)[CH2:31]3)[CH2:37]4)[CH:17]=2)[N:4]=1)C.B(Br)(Br)Br. The catalyst is C(Cl)Cl. The product is [C:30]12([C:18]3[CH:17]=[C:16]([C:5]4[N:6]=[CH:7][C:8]([NH:9][CH2:10][C:11]([O:13][CH2:14][CH3:15])=[O:12])=[CH:3][N:4]=4)[CH:21]=[CH:20][C:19]=3[OH:22])[CH2:37][CH:36]3[CH2:38][CH:32]([CH2:33][CH:34]([CH2:35]3)[CH2:39]1)[CH2:31]2. The yield is 0.990. (2) The reactants are C([N:8]1[CH2:13][CH2:12][N:11]([CH2:14][CH2:15][O:16][C:17]2[CH:22]=[CH:21][C:20]([F:23])=[CH:19][CH:18]=2)[CH2:10][CH:9]1[C:24]([O:26][CH2:27][CH3:28])=[O:25])C1C=CC=CC=1.[H][H]. The catalyst is C(O)C.[Pd]. The product is [F:23][C:20]1[CH:19]=[CH:18][C:17]([O:16][CH2:15][CH2:14][N:11]2[CH2:12][CH2:13][NH:8][CH:9]([C:24]([O:26][CH2:27][CH3:28])=[O:25])[CH2:10]2)=[CH:22][CH:21]=1. The yield is 1.00. (3) The reactants are [CH3:1][O:2][C:3]([C@H:5]1[CH2:10][CH2:9][C@H:8]([C:11]2[CH:15]=[C:14]([CH3:16])[O:13][N:12]=2)[CH2:7][CH2:6]1)=[O:4].[B-](F)(F)(F)[F:18].[B-](F)(F)(F)F.C1[N+]2(CCl)CC[N+](F)(CC2)C1. The catalyst is C(#N)C. The product is [CH3:1][O:2][C:3]([C@H:5]1[CH2:6][CH2:7][C@H:8]([C:11]2[C:15]([F:18])=[C:14]([CH3:16])[O:13][N:12]=2)[CH2:9][CH2:10]1)=[O:4]. The yield is 0.130. (4) The reactants are N1C(Cl)=NC(Cl)=NC=1[Cl:3].CN(C=O)C.[Cl:15][C:16]1[C:17]([F:38])=[C:18]([CH:27]2[CH2:30][N:29]([C:31]([O:33][C:34]([CH3:37])([CH3:36])[CH3:35])=[O:32])[CH2:28]2)[C:19]([O:25][CH3:26])=[C:20]([CH:22](O)[CH3:23])[CH:21]=1.O. The catalyst is ClCCl. The product is [Cl:15][C:16]1[C:17]([F:38])=[C:18]([CH:27]2[CH2:30][N:29]([C:31]([O:33][C:34]([CH3:37])([CH3:36])[CH3:35])=[O:32])[CH2:28]2)[C:19]([O:25][CH3:26])=[C:20]([CH:22]([Cl:3])[CH3:23])[CH:21]=1. The yield is 0.530. (5) The reactants are Cl.[CH:2]([C:4]1[CH:13]=[CH:12][C:7]([C:8]([O:10][CH3:11])=[O:9])=[CH:6][CH:5]=1)=[O:3].[CH3:14][C:15](=[N:19][OH:20])[C:16](=O)[CH3:17]. The catalyst is CC(O)=O.CCOCC. The product is [CH3:14][C:15]1[N+:19]([O-:20])=[C:2]([C:4]2[CH:13]=[CH:12][C:7]([C:8]([O:10][CH3:11])=[O:9])=[CH:6][CH:5]=2)[O:3][C:16]=1[CH3:17]. The yield is 0.970. (6) The reactants are [Cl:1][C:2]1[CH:7]=[CH:6][C:5]([C:8]2[O:9][C:10]3[CH:21]=[C:20]([N+:22]([O-:24])=[O:23])[C:19]([O:25]C(C)C)=[CH:18][C:11]=3[C:12]=2[C:13]([O:15][CH2:16][CH3:17])=[O:14])=[CH:4][CH:3]=1.B(Cl)(Cl)Cl. The catalyst is C(Cl)Cl. The product is [Cl:1][C:2]1[CH:3]=[CH:4][C:5]([C:8]2[O:9][C:10]3[CH:21]=[C:20]([N+:22]([O-:24])=[O:23])[C:19]([OH:25])=[CH:18][C:11]=3[C:12]=2[C:13]([O:15][CH2:16][CH3:17])=[O:14])=[CH:6][CH:7]=1. The yield is 0.840.